From a dataset of Catalyst prediction with 721,799 reactions and 888 catalyst types from USPTO. Predict which catalyst facilitates the given reaction. (1) Reactant: [N:1]#[C:2]Br.[F:4][C:5]([F:42])([F:41])[C:6]1[CH:7]=[C:8]([CH:34]=[C:35]([C:37]([F:40])([F:39])[F:38])[CH:36]=1)[CH2:9][NH:10][C@H:11]1[CH2:17][CH2:16][CH2:15][N:14]([C:18]([O:20][C:21]([CH3:24])([CH3:23])[CH3:22])=[O:19])[C:13]2[CH:25]=[C:26]([C:30]([F:33])([F:32])[F:31])[C:27]([CH3:29])=[CH:28][C:12]1=2.C(N(C(C)C)CC)(C)C. Product: [F:42][C:5]([F:4])([F:41])[C:6]1[CH:7]=[C:8]([CH:34]=[C:35]([C:37]([F:39])([F:38])[F:40])[CH:36]=1)[CH2:9][N:10]([C:2]#[N:1])[C@H:11]1[CH2:17][CH2:16][CH2:15][N:14]([C:18]([O:20][C:21]([CH3:23])([CH3:22])[CH3:24])=[O:19])[C:13]2[CH:25]=[C:26]([C:30]([F:33])([F:31])[F:32])[C:27]([CH3:29])=[CH:28][C:12]1=2. The catalyst class is: 7. (2) Reactant: Br[C:2]1[C:3]2[C:8]([CH:9]=[C:10]3[C:15]=1[CH:14]=[CH:13][CH:12]=[CH:11]3)=[CH:7][CH:6]=[CH:5][CH:4]=2.C([Li])CCC.C[O:22][B:23](OC)[O:24]C.Cl. Product: [CH:14]1[C:15]2[C:10](=[CH:9][C:8]3[C:3]([C:2]=2[B:23]([OH:24])[OH:22])=[CH:4][CH:5]=[CH:6][CH:7]=3)[CH:11]=[CH:12][CH:13]=1. The catalyst class is: 7. (3) Reactant: O.O.[F-].[K+].[CH3:5][N:6]1[CH:10]=[C:9]([C:11]([OH:19])([C:13]#[C:14][Si](C)(C)C)[CH3:12])[N:8]=[CH:7]1. Product: [CH3:5][N:6]1[CH:10]=[C:9]([C:11]([OH:19])([C:13]#[CH:14])[CH3:12])[N:8]=[CH:7]1. The catalyst class is: 5. (4) Reactant: C(N(C(C)C)CC)(C)C.CCCP1(OP(CCC)(=O)OP(CCC)(=O)O1)=O.[Cl:28][C:29]1[CH:34]=[CH:33][C:32]([C:35]2[N:36]=[C:37]3[CH:42]=[CH:41][C:40]([C:43]([O-:45])=O)=[CH:39][N:38]3[C:46]=2[CH2:47][OH:48])=[CH:31][CH:30]=1.[Na+].[CH3:50][O:51][C:52]1[CH:53]=[C:54]([CH2:60][NH2:61])[CH:55]=[CH:56][C:57]=1[O:58][CH3:59]. Product: [Cl:28][C:29]1[CH:34]=[CH:33][C:32]([C:35]2[N:36]=[C:37]3[CH:42]=[CH:41][C:40]([C:43]([NH:61][CH2:60][C:54]4[CH:55]=[CH:56][C:57]([O:58][CH3:59])=[C:52]([O:51][CH3:50])[CH:53]=4)=[O:45])=[CH:39][N:38]3[C:46]=2[CH2:47][OH:48])=[CH:31][CH:30]=1. The catalyst class is: 656. (5) Reactant: [CH3:1][N:2]1[CH:7]=[C:6]([C:8]2[CH:23]=[C:22]([S:24]([CH3:27])(=[O:26])=[O:25])[CH:21]=[CH:20][C:9]=2[O:10][C:11]2[CH:12]=[C:13]([CH:17]=[CH:18][CH:19]=2)[C:14](O)=[O:15])[C:5]2[CH:28]=[CH:29][NH:30][C:4]=2[C:3]1=[O:31].[CH:32]1([NH2:35])[CH2:34][CH2:33]1.O.N1(O)C2C=CC=CC=2N=N1.Cl.C(N=C=NCCCN(C)C)C.C(N(C(C)C)C(C)C)C. The catalyst class is: 9. Product: [CH:32]1([NH:35][C:14](=[O:15])[C:13]2[CH:17]=[CH:18][CH:19]=[C:11]([O:10][C:9]3[CH:20]=[CH:21][C:22]([S:24]([CH3:27])(=[O:25])=[O:26])=[CH:23][C:8]=3[C:6]3[C:5]4[CH:28]=[CH:29][NH:30][C:4]=4[C:3](=[O:31])[N:2]([CH3:1])[CH:7]=3)[CH:12]=2)[CH2:34][CH2:33]1.